Task: Predict the reaction yield, written as a fraction of the theoretical maximum amount of product (1.0 means a 100% yield; for example, 0.34 means a 34% yield).. Dataset: Reaction yield outcomes from USPTO patents with 853,638 reactions (1) The product is [F:20][C:3]([F:19])([F:2])[C:4]1[CH:5]=[C:6]([S:10]([CH2:13][C@H:14]2[CH2:15][C@H:16]([N:18]3[C:24](=[O:25])[C:23]4[C:22](=[CH:30][CH:29]=[CH:28][CH:27]=4)[C:21]3=[O:26])[CH2:17]2)(=[O:11])=[O:12])[CH:7]=[CH:8][CH:9]=1. The catalyst is C1(C)C=CC=CC=1. The reactants are Cl.[F:2][C:3]([F:20])([F:19])[C:4]1[CH:5]=[C:6]([S:10]([CH2:13][C@H:14]2[CH2:17][C@H:16]([NH2:18])[CH2:15]2)(=[O:12])=[O:11])[CH:7]=[CH:8][CH:9]=1.[C:21]1(=O)[O:26][C:24](=[O:25])[C:23]2=[CH:27][CH:28]=[CH:29][CH:30]=[C:22]12.CCN(CC)CC. The yield is 0.830. (2) The reactants are [CH3:1][O:2][C:3]1[CH:4]=[C:5]([NH:11][C:12]2[C:21]([NH2:22])=[N:20][C:19]3[C:14](=[CH:15][CH:16]=[CH:17][CH:18]=3)[N:13]=2)[CH:6]=[C:7]([O:9][CH3:10])[CH:8]=1.[CH3:23][S:24]([C:27]1[CH:28]=[C:29]([S:33](Cl)(=[O:35])=[O:34])[CH:30]=[CH:31][CH:32]=1)(=[O:26])=[O:25]. The catalyst is N1C=CC=CC=1.ClC1C=CC=CC=1Cl. The product is [CH3:10][O:9][C:7]1[CH:6]=[C:5]([NH:11][C:12]2[C:21]([NH:22][S:33]([C:29]3[CH:30]=[CH:31][CH:32]=[C:27]([S:24]([CH3:23])(=[O:26])=[O:25])[CH:28]=3)(=[O:35])=[O:34])=[N:20][C:19]3[C:14]([N:13]=2)=[CH:15][CH:16]=[CH:17][CH:18]=3)[CH:4]=[C:3]([O:2][CH3:1])[CH:8]=1. The yield is 0.210.